Dataset: Catalyst prediction with 721,799 reactions and 888 catalyst types from USPTO. Task: Predict which catalyst facilitates the given reaction. (1) Reactant: [CH3:1][O:2][C:3]1[CH:4]=[C:5]([OH:11])[CH:6]=[CH:7][C:8]=1[O:9][CH3:10].[O:12]1[CH:17]=[CH:16][CH2:15][CH2:14][CH2:13]1. Product: [CH3:1][O:2][C:3]1[CH:4]=[C:5]([CH:6]=[CH:7][C:8]=1[O:9][CH3:10])[O:11][CH:13]1[CH2:14][CH2:15][CH2:16][CH2:17][O:12]1. The catalyst class is: 818. (2) Reactant: [C:1]([O:5][C:6]([N:8]([CH3:43])[C@H:9]([C:19]([NH:21][C@H:22]([C:27]([N:29]([C@@H:31]([CH:40]([CH3:42])[CH3:41])/[CH:32]=[C:33](\[CH3:39])/[C:34]([O:36]CC)=[O:35])[CH3:30])=[O:28])[C@H:23]([CH3:26])[O:24][CH3:25])=[O:20])[C:10]([CH3:18])([CH3:17])[C:11]1[CH:16]=[CH:15][CH:14]=[CH:13][CH:12]=1)=[O:7])([CH3:4])([CH3:3])[CH3:2].O.[OH-].[Li+]. Product: [C:1]([O:5][C:6]([N:8]([CH3:43])[C@H:9]([C:19]([NH:21][C@H:22]([C:27]([N:29]([C@@H:31]([CH:40]([CH3:42])[CH3:41])/[CH:32]=[C:33](/[C:34]([OH:36])=[O:35])\[CH3:39])[CH3:30])=[O:28])[C@H:23]([CH3:26])[O:24][CH3:25])=[O:20])[C:10]([CH3:18])([CH3:17])[C:11]1[CH:16]=[CH:15][CH:14]=[CH:13][CH:12]=1)=[O:7])([CH3:2])([CH3:3])[CH3:4]. The catalyst class is: 5. (3) Reactant: [CH2:1]([C:5]1[N:6]=[C:7]([CH3:27])[NH:8][C:9](=[O:26])[C:10]=1[CH2:11][C:12]1[CH:17]=[CH:16][C:15]([C:18]2[C:19]([C:24]#[N:25])=[CH:20][CH:21]=[CH:22][CH:23]=2)=[CH:14][CH:13]=1)[CH2:2][CH2:3][CH3:4].[Si]([O:35][C:36]1[CH:37]=[C:38](B(O)O)[CH:39]=[CH:40][CH:41]=1)(C(C)(C)C)(C)C.C(N(CC)CC)C.N1C=CC=CC=1. Product: [CH2:1]([C:5]1[N:6]=[C:7]([CH3:27])[N:8]([C:40]2[CH:39]=[CH:38][CH:37]=[C:36]([OH:35])[CH:41]=2)[C:9](=[O:26])[C:10]=1[CH2:11][C:12]1[CH:17]=[CH:16][C:15]([C:18]2[C:19]([C:24]#[N:25])=[CH:20][CH:21]=[CH:22][CH:23]=2)=[CH:14][CH:13]=1)[CH2:2][CH2:3][CH3:4]. The catalyst class is: 297. (4) Reactant: [NH2:1][C@H:2]1[C:11]2[C:6](=[CH:7][CH:8]=[CH:9][CH:10]=2)[N:5]([C:12](=[O:14])[CH3:13])[C@@H:4]([CH3:15])[C@@H:3]1[CH3:16].Cl[C:18]1[CH:23]=[CH:22][C:21]([CH3:24])=[CH:20][N:19]=1.CC(C)([O-])C.[Na+].CN(C1C(C2C(P(C3CCCCC3)C3CCCCC3)=CC=CC=2)=CC=CC=1)C. Product: [CH3:15][C@H:4]1[C@H:3]([CH3:16])[C@@H:2]([NH:1][C:18]2[CH:23]=[CH:22][C:21]([CH3:24])=[CH:20][N:19]=2)[C:11]2[C:6](=[CH:7][CH:8]=[CH:9][CH:10]=2)[N:5]1[C:12](=[O:14])[CH3:13]. The catalyst class is: 102. (5) Reactant: [Cl:1][C:2]1[CH:7]=[CH:6][CH:5]=[C:4]([CH3:8])[C:3]=1[NH:9][C:10]1[NH:11][C:12]2[C:18]3[CH2:19][C:20]([CH3:23])([CH3:22])[O:21][C:17]=3[C:16]([C:24]([NH:26][C:27]3[CH:32]=[C:31]([C:33]([F:36])([F:35])[F:34])[CH:30]=[CH:29][C:28]=3[F:37])=[O:25])=[CH:15][C:13]=2[N:14]=1.[S:38](=[O:42])(=[O:41])([OH:40])[OH:39]. Product: [S:38]([OH:42])([OH:41])(=[O:40])=[O:39].[Cl:1][C:2]1[CH:7]=[CH:6][CH:5]=[C:4]([CH3:8])[C:3]=1[NH:9][C:10]1[NH:11][C:12]2[C:18]3[CH2:19][C:20]([CH3:22])([CH3:23])[O:21][C:17]=3[C:16]([C:24]([NH:26][C:27]3[CH:32]=[C:31]([C:33]([F:36])([F:34])[F:35])[CH:30]=[CH:29][C:28]=3[F:37])=[O:25])=[CH:15][C:13]=2[N:14]=1. The catalyst class is: 21. (6) Product: [CH3:25][S:26][C:2]1[CH:7]=[CH:6][C:5]([CH:8]([CH2:12][CH:13]2[CH2:18][CH2:17][CH2:16][CH2:15][O:14]2)[C:9]([OH:11])=[O:10])=[CH:4][C:3]=1[C:19]([F:22])([F:21])[F:20]. Reactant: F[C:2]1[CH:7]=[CH:6][C:5]([CH:8]([CH2:12][CH:13]2[CH2:18][CH2:17][CH2:16][CH2:15][O:14]2)[C:9]([OH:11])=[O:10])=[CH:4][C:3]=1[C:19]([F:22])([F:21])[F:20].[H-].[Na+].[CH3:25][S-:26].[Na+]. The catalyst class is: 9.